This data is from Catalyst prediction with 721,799 reactions and 888 catalyst types from USPTO. The task is: Predict which catalyst facilitates the given reaction. (1) Reactant: [N+:1]([C:4]1[CH:9]=[CH:8][C:7]([C:10]2[CH:15]=[CH:14][C:13]([C:16]([OH:18])=O)=[CH:12][CH:11]=2)=[CH:6][CH:5]=1)([O-:3])=[O:2].C(Cl)(=O)C(Cl)=O.Cl.[NH2:26][C@H:27]([C:31]([O:33][CH3:34])=[O:32])[CH:28]([CH3:30])[CH3:29].C(N(CC)CC)C. Product: [CH3:34][O:33][C:31](=[O:32])[C@H:27]([CH:28]([CH3:30])[CH3:29])[NH:26][C:16]([C:13]1[CH:12]=[CH:11][C:10]([C:7]2[CH:6]=[CH:5][C:4]([N+:1]([O-:3])=[O:2])=[CH:9][CH:8]=2)=[CH:15][CH:14]=1)=[O:18]. The catalyst class is: 306. (2) Reactant: [CH3:1][N:2]([CH3:21])[C:3]1([C:15]2[CH:16]=[N:17][CH:18]=[CH:19][CH:20]=2)[CH2:8][CH2:7][C:6](=[CH:9][C:10]([O:12][CH2:13][CH3:14])=[O:11])[CH2:5][CH2:4]1. Product: [CH3:21][N:2]([CH3:1])[C:3]1([C:15]2[CH:16]=[N:17][CH:18]=[CH:19][CH:20]=2)[CH2:4][CH2:5][CH:6]([CH2:9][C:10]([O:12][CH2:13][CH3:14])=[O:11])[CH2:7][CH2:8]1. The catalyst class is: 19. (3) Reactant: [Cl:1][C:2]1[CH:23]=[CH:22][C:5]2[NH:6][C:7]([CH:9]3[CH2:12][N:11]([C:13]4N=CC=[CH:18][C:14]=4[C:15](O)=[O:16])[CH2:10]3)=[N:8][C:4]=2[CH:3]=1.[NH:24]1C[CH:26]([OH:28])[CH2:25]1.CN(C(ON1N=NC2C=CC=NC1=2)=[N+](C)C)C.F[P-](F)(F)(F)(F)F.CCN(CC)CC.C([O-])([O-])=O.[Na+].[Na+]. Product: [Cl:1][C:2]1[CH:23]=[CH:22][C:5]2[NH:6][C:7]([C:9]3([CH:10]4[CH:26]([OH:28])[CH2:25][NH:24]4)[CH:18]=[CH:14][CH:13]=[N:11][CH2:12]3)=[N:8][C:4]=2[CH:3]=1.[CH2:15]=[O:16]. The catalyst class is: 2. (4) Product: [CH3:15][C:13]1[CH:12]=[CH:11][N:10]=[C:9]([NH:8][C:6]2[N:7]=[C:2]([C:22]3[S:23][C:19]([C:16](=[O:18])[CH3:17])=[CH:20][CH:21]=3)[CH:3]=[CH:4][CH:5]=2)[CH:14]=1. Reactant: Br[C:2]1[N:7]=[C:6]([NH:8][C:9]2[CH:14]=[C:13]([CH3:15])[CH:12]=[CH:11][N:10]=2)[CH:5]=[CH:4][CH:3]=1.[C:16]([C:19]1[S:23][C:22](B(O)O)=[CH:21][CH:20]=1)(=[O:18])[CH3:17].C(=O)([O-])O.[Na+].O. The catalyst class is: 762. (5) Reactant: [NH2:1][C:2]1[CH:3]=[C:4]([C:13]2[S:14][C:15]([C:19]([O:21][CH2:22][CH3:23])=[O:20])=[C:16]([CH3:18])[N:17]=2)[CH:5]=[CH:6][C:7]=1[S:8][CH2:9][CH:10]([CH3:12])[CH3:11].[N-:24]=[N+:25]=[N-:26].[Na+].[CH:28](OCC)(OCC)OCC.O. Product: [CH3:18][C:16]1[N:17]=[C:13]([C:4]2[CH:5]=[CH:6][C:7]([S:8][CH2:9][CH:10]([CH3:12])[CH3:11])=[C:2]([N:1]3[CH:28]=[N:26][N:25]=[N:24]3)[CH:3]=2)[S:14][C:15]=1[C:19]([O:21][CH2:22][CH3:23])=[O:20]. The catalyst class is: 15. (6) Reactant: C(N1C=CN=C1)(N1C=CN=C1)=O.CN(C)C=O.[CH3:18][O:19][CH:20]([O:30][CH3:31])[C:21]1[N:25]([CH3:26])[N:24]=[CH:23][C:22]=1[C:27](O)=[O:28].O[NH:33][C:34]([C:36]1[CH:41]=[CH:40][CH:39]=[C:38]([S:42](=[O:45])(=[O:44])[NH2:43])[CH:37]=1)=[NH:35]. Product: [CH3:18][O:19][CH:20]([O:30][CH3:31])[C:21]1[N:25]([CH3:26])[N:24]=[CH:23][C:22]=1[C:27]1[O:28][N:35]=[C:34]([C:36]2[CH:37]=[C:38]([S:42]([NH2:43])(=[O:44])=[O:45])[CH:39]=[CH:40][CH:41]=2)[N:33]=1. The catalyst class is: 6.